Dataset: Forward reaction prediction with 1.9M reactions from USPTO patents (1976-2016). Task: Predict the product of the given reaction. Given the reactants Br[C:2]1[CH:14]=[CH:13][C:5]([O:6][CH:7]2[CH2:12][CH2:11][CH2:10][CH2:9][O:8]2)=[CH:4][CH:3]=1.[NH:15]1[CH2:20][CH2:19][NH:18][CH2:17][CH2:16]1.CC(C)([O-])C.[Na+].C(OCC)(=O)C, predict the reaction product. The product is: [O:8]1[CH2:9][CH2:10][CH2:11][CH2:12][CH:7]1[O:6][C:5]1[CH:13]=[CH:14][C:2]([N:15]2[CH2:20][CH2:19][NH:18][CH2:17][CH2:16]2)=[CH:3][CH:4]=1.